From a dataset of Reaction yield outcomes from USPTO patents with 853,638 reactions. Predict the reaction yield, written as a fraction of the theoretical maximum amount of product (1.0 means a 100% yield; for example, 0.34 means a 34% yield). (1) The reactants are [OH:1][C:2]1[CH:12]=[CH:11][CH:10]=[C:4]2[C:5]([O:7][C:8](=[O:9])[C:3]=12)=O.[CH3:13][O:14][C:15]1[CH:22]=[CH:21][C:18]([CH2:19][NH2:20])=[CH:17][CH:16]=1.C(O)(=O)C. The catalyst is O. The product is [OH:1][C:2]1[CH:12]=[CH:11][CH:10]=[C:4]2[C:3]=1[C:8](=[O:9])[N:20]([CH2:19][C:18]1[CH:21]=[CH:22][C:15]([O:14][CH3:13])=[CH:16][CH:17]=1)[C:5]2=[O:7]. The yield is 0.810. (2) The yield is 0.900. The reactants are [Si:1]([O:8][CH:9]1[CH2:12][N:11](C(OCC2C=CC=CC=2)=O)[CH2:10]1)([C:4]([CH3:7])([CH3:6])[CH3:5])([CH3:3])[CH3:2]. The product is [Si:1]([O:8][CH:9]1[CH2:12][NH:11][CH2:10]1)([C:4]([CH3:7])([CH3:6])[CH3:5])([CH3:3])[CH3:2]. The catalyst is C(O)C.[C].[Pd]. (3) The reactants are [CH3:1][O:2][C:3]([C:5]1[S:6][C:7](Br)=[CH:8][CH:9]=1)=[O:4].[NH:11]1[C:19]2[C:14](=[CH:15][C:16](B(O)O)=[CH:17][CH:18]=2)[CH:13]=[CH:12]1.C(=O)([O-])[O-].[Na+].[Na+].C(OCC)(=O)C. The catalyst is O1CCOCC1.C1C=CC([P]([Pd]([P](C2C=CC=CC=2)(C2C=CC=CC=2)C2C=CC=CC=2)([P](C2C=CC=CC=2)(C2C=CC=CC=2)C2C=CC=CC=2)[P](C2C=CC=CC=2)(C2C=CC=CC=2)C2C=CC=CC=2)(C2C=CC=CC=2)C2C=CC=CC=2)=CC=1. The product is [CH3:1][O:2][C:3]([C:5]1[S:6][C:7]([C:16]2[CH:15]=[C:14]3[C:19](=[CH:18][CH:17]=2)[NH:11][CH:12]=[CH:13]3)=[CH:8][CH:9]=1)=[O:4]. The yield is 0.620. (4) The reactants are C(OC([N:8]1[C:17]2[N:16]=[CH:15][C:14](/[CH:18]=[CH:19]/[C:20]([O:22]CC3C=CC=CC=3)=[O:21])=[CH:13][C:12]=2[CH2:11][CH2:10][CH2:9]1)=O)(C)(C)C.[Li+].[OH-]. The catalyst is Cl.O1CCOCC1. The product is [N:16]1[C:17]2[NH:8][CH2:9][CH2:10][CH2:11][C:12]=2[CH:13]=[C:14](/[CH:18]=[CH:19]/[C:20]([OH:22])=[O:21])[CH:15]=1. The yield is 0.290. (5) The reactants are Cl.C([O:4][CH2:5][CH2:6][O:7][NH:8][C:9]([C:11]1[C:20]([NH:21][C:22]2[CH:27]=[CH:26][C:25]([Br:28])=[CH:24][C:23]=2[Cl:29])=[C:19]([F:30])[C:14]2[N:15]=[CH:16][N:17]([CH3:18])[C:13]=2[CH:12]=1)=[O:10])=C. The catalyst is C(O)C. The product is [OH:4][CH2:5][CH2:6][O:7][NH:8][C:9]([C:11]1[C:20]([NH:21][C:22]2[CH:27]=[CH:26][C:25]([Br:28])=[CH:24][C:23]=2[Cl:29])=[C:19]([F:30])[C:14]2[N:15]=[CH:16][N:17]([CH3:18])[C:13]=2[CH:12]=1)=[O:10]. The yield is 1.00. (6) The reactants are [CH2:1]([C:5]1[N:6]=[C:7]([CH:27]([CH3:29])[CH3:28])[NH:8][C:9](=[O:26])[C:10]=1[CH2:11][C:12]1[CH:17]=[CH:16][C:15]([C:18]2[C:19]([C:24]#[N:25])=[CH:20][CH:21]=[CH:22][CH:23]=2)=[CH:14][CH:13]=1)[CH2:2][CH2:3][CH3:4].[O:30]1[C:34]2[CH:35]=[CH:36][C:37](B(O)O)=[CH:38][C:33]=2[CH2:32][CH2:31]1.N1C=CC=CC=1.C(N(CC)CC)C. The catalyst is C(OCC)(=O)C.C([O-])(=O)C.[Cu+2].C([O-])(=O)C.ClCCl. The product is [CH2:1]([C:5]1[N:6]=[C:7]([CH:27]([CH3:28])[CH3:29])[N:8]([C:37]2[CH:36]=[CH:35][C:34]3[O:30][CH2:31][CH2:32][C:33]=3[CH:38]=2)[C:9](=[O:26])[C:10]=1[CH2:11][C:12]1[CH:17]=[CH:16][C:15]([C:18]2[C:19]([C:24]#[N:25])=[CH:20][CH:21]=[CH:22][CH:23]=2)=[CH:14][CH:13]=1)[CH2:2][CH2:3][CH3:4]. The yield is 0.790. (7) The reactants are [H-].[Na+].[CH:3]1[C:13]2[C:12]3[CH:14]=[CH:15][CH:16]=[CH:17][C:11]=3[CH2:10][C:9](=[O:18])[NH:8][C:7]=2[CH:6]=[CH:5][CH:4]=1.[CH3:19]I. The catalyst is CN(C=O)C.C(Cl)Cl.O. The product is [CH3:19][CH:10]1[C:9](=[O:18])[NH:8][C:7]2[CH:6]=[CH:5][CH:4]=[CH:3][C:13]=2[C:12]2[CH:14]=[CH:15][CH:16]=[CH:17][C:11]1=2. The yield is 0.630.